This data is from Catalyst prediction with 721,799 reactions and 888 catalyst types from USPTO. The task is: Predict which catalyst facilitates the given reaction. Reactant: [C:1]([N:4]1[CH2:8][C@H:7]([OH:9])[CH2:6][C@H:5]1[C:10]([OH:12])=O)(=[O:3])[CH3:2].C1(N=C=NC2CCCCC2)CCCCC1.ON1C2C=CC=CC=2N=N1.Cl.Cl.[N:40]1([C:46]2[CH:51]=[CH:50][C:49]([N:52]3[CH2:56][C@H:55]([CH2:57][O:58][C:59]4[CH:63]=[CH:62][O:61][N:60]=4)[O:54][C:53]3=[O:64])=[CH:48][C:47]=2[F:65])[CH2:45][CH2:44][NH:43][CH2:42][CH2:41]1.C(N(CC)C(C)C)(C)C. Product: [C:1]([N:4]1[CH2:8][C@H:7]([OH:9])[CH2:6][C@H:5]1[C:10]([N:43]1[CH2:42][CH2:41][N:40]([C:46]2[CH:51]=[CH:50][C:49]([N:52]3[CH2:56][C@H:55]([CH2:57][O:58][C:59]4[CH:63]=[CH:62][O:61][N:60]=4)[O:54][C:53]3=[O:64])=[CH:48][C:47]=2[F:65])[CH2:45][CH2:44]1)=[O:12])(=[O:3])[CH3:2]. The catalyst class is: 139.